Task: Predict the reactants needed to synthesize the given product.. Dataset: Full USPTO retrosynthesis dataset with 1.9M reactions from patents (1976-2016) (1) Given the product [OH:40][C:26]1[CH:27]=[CH:28][CH:29]=[C:30]2[C:25]=1[N:24]=[C:23]([C:21]([OH:22])=[O:20])[CH:32]=[C:31]2[C:33]1[CH:38]=[CH:37][C:36]([Cl:39])=[CH:35][CH:34]=1, predict the reactants needed to synthesize it. The reactants are: COC(C1C=C(O)C2C(=C(OC)C=C(Br)C=2)N=1)=O.C[O:20][C:21]([C:23]1[CH:32]=[C:31]([C:33]2[CH:38]=[CH:37][C:36]([Cl:39])=[CH:35][CH:34]=2)[C:30]2[C:25](=[C:26]([O:40]C)[CH:27]=[CH:28][CH:29]=2)[N:24]=1)=[O:22]. (2) Given the product [I:1][C:10]1[CH:39]=[CH:38][C:37]([N:40]2[CH:44]=[CH:43][CH:42]=[CH:41]2)=[CH:36][C:11]=1[C:12]([NH:14][C:15](=[O:35])[NH:16][C:17]1[S:18][C:19]2[CH:25]=[C:24]([S:26]([CH2:29][CH2:30][NH:31][CH:32]([CH3:34])[CH3:33])(=[O:28])=[O:27])[CH:23]=[CH:22][C:20]=2[N:21]=1)=[O:13], predict the reactants needed to synthesize it. The reactants are: [I-:1].[Na+].CNCCNC.Br[C:10]1[CH:39]=[CH:38][C:37]([N:40]2[CH:44]=[CH:43][CH:42]=[CH:41]2)=[CH:36][C:11]=1[C:12]([NH:14][C:15](=[O:35])[NH:16][C:17]1[S:18][C:19]2[CH:25]=[C:24]([S:26]([CH2:29][CH2:30][NH:31][CH:32]([CH3:34])[CH3:33])(=[O:28])=[O:27])[CH:23]=[CH:22][C:20]=2[N:21]=1)=[O:13].